From a dataset of Catalyst prediction with 721,799 reactions and 888 catalyst types from USPTO. Predict which catalyst facilitates the given reaction. (1) Reactant: [C:1]1([CH:7]2[CH2:12][NH:11][CH2:10][CH2:9][NH:8]2)[CH:6]=[CH:5][CH:4]=[CH:3][CH:2]=1.[C:13](O[C:13]([O:15][C:16]([CH3:19])([CH3:18])[CH3:17])=[O:14])([O:15][C:16]([CH3:19])([CH3:18])[CH3:17])=[O:14]. Product: [C:16]([O:15][C:13]([N:11]1[CH2:10][CH2:9][NH:8][CH:7]([C:1]2[CH:2]=[CH:3][CH:4]=[CH:5][CH:6]=2)[CH2:12]1)=[O:14])([CH3:19])([CH3:18])[CH3:17]. The catalyst class is: 2. (2) Reactant: [CH2:1]([OH:5])[CH2:2][CH2:3][OH:4].C(N(C(C)C)CC)(C)C.[Si:15](Cl)([C:28]([CH3:31])([CH3:30])[CH3:29])([C:22]1[CH:27]=[CH:26][CH:25]=[CH:24][CH:23]=1)[C:16]1[CH:21]=[CH:20][CH:19]=[CH:18][CH:17]=1. Product: [Si:15]([O:4][CH2:3][CH2:2][CH2:1][OH:5])([C:28]([CH3:31])([CH3:30])[CH3:29])([C:22]1[CH:23]=[CH:24][CH:25]=[CH:26][CH:27]=1)[C:16]1[CH:21]=[CH:20][CH:19]=[CH:18][CH:17]=1. The catalyst class is: 2. (3) Reactant: Cl.[CH3:2][O:3][C:4]1[C:5]([O:16][CH2:17][CH2:18][CH2:19][N:20]2[CH2:24][CH2:23][CH2:22][CH2:21]2)=[CH:6][C:7]([N+:13]([O-:15])=[O:14])=[C:8]([CH:12]=1)[C:9](O)=[O:10].C[N:26](C=O)C. Product: [CH3:2][O:3][C:4]1[C:5]([O:16][CH2:17][CH2:18][CH2:19][N:20]2[CH2:24][CH2:23][CH2:22][CH2:21]2)=[CH:6][C:7]([N+:13]([O-:15])=[O:14])=[C:8]([CH:12]=1)[C:9]([NH2:26])=[O:10]. The catalyst class is: 309. (4) Reactant: [I:1]N1C(=O)CCC1=O.[OH:9][C:10]1[CH:11]=[C:12]([CH:16]=[C:17]([OH:19])[CH:18]=1)[C:13]([OH:15])=[O:14].O.[O-]S([O-])=O.[Na+].[Na+]. Product: [OH:9][C:10]1[CH:11]=[C:12]([CH:16]=[C:17]([OH:19])[C:18]=1[I:1])[C:13]([OH:15])=[O:14]. The catalyst class is: 5. (5) Reactant: [C:1]1([N:7]2[C:11]([NH2:12])=[CH:10][CH:9]=[N:8]2)[CH:6]=[CH:5][CH:4]=[CH:3][CH:2]=1.[Br:13][CH:14]([CH:17]=O)[CH:15]=O. Product: [Br:13][C:14]1[CH:15]=[C:10]2[CH:9]=[N:8][N:7]([C:1]3[CH:6]=[CH:5][CH:4]=[CH:3][CH:2]=3)[C:11]2=[N:12][CH:17]=1. The catalyst class is: 15.